Dataset: Full USPTO retrosynthesis dataset with 1.9M reactions from patents (1976-2016). Task: Predict the reactants needed to synthesize the given product. (1) Given the product [BrH:48].[BrH:48].[Cl:50][C:3]1[CH:2]=[C:1]([CH:6]=[CH:5][CH:4]=1)[CH2:11][NH:27][C@H:24]1[CH2:25][CH2:26][NH:22][C@H:23]1[C:28]1[CH:33]=[CH:32][CH:31]=[CH:30][CH:29]=1, predict the reactants needed to synthesize it. The reactants are: [C:1]1([CH3:11])[CH:6]=[CH:5][C:4](S(O)(=O)=O)=[CH:3][CH:2]=1.C(OC([N:22]1[CH2:26][CH2:25][C@H:24]([NH2:27])[C@@H:23]1[C:28]1[CH:33]=[CH:32][CH:31]=[CH:30][CH:29]=1)=O)C1C=CC=CC=1.C(O[BH-](OC(=O)C)OC(=O)C)(=O)C.[Na+].[BrH:48].C(Cl)[Cl:50]. (2) Given the product [Br:21][C:16]1[CH:15]=[C:14]2[C:19]([C:20]3[N:8]4[CH2:7][CH2:6][CH2:5][O:4][C:9]4=[N:10][C:11]=3[CH:12]=[N:13]2)=[CH:18][CH:17]=1, predict the reactants needed to synthesize it. The reactants are: C([O:4][CH2:5][CH2:6][CH2:7][N:8]1[C:20]2[C:19]3[CH:18]=[CH:17][C:16]([Br:21])=[CH:15][C:14]=3[N:13]=[CH:12][C:11]=2[N:10]=[C:9]1S(C)(=O)=O)(=O)C.[OH-].[Na+]. (3) Given the product [Br:21][C:9]1[C:10]([OH:12])=[CH:11][C:2]([Cl:1])=[C:3]([CH:8]=1)[C:4]([O:6][CH3:7])=[O:5], predict the reactants needed to synthesize it. The reactants are: [Cl:1][C:2]1[CH:11]=[C:10]([OH:12])[CH:9]=[CH:8][C:3]=1[C:4]([O:6][CH3:7])=[O:5].OS(C(F)(F)F)(=O)=O.[Br:21]N1C(=O)CCC1=O. (4) Given the product [N:1]1[C:2]2[C:3](=[CH:8][CH:9]=[CH:10][N:11]=2)[C:4]([OH:6])=[CH:12][C:13]=1[OH:14], predict the reactants needed to synthesize it. The reactants are: [NH2:1][C:2]1[N:11]=[CH:10][CH:9]=[CH:8][C:3]=1[C:4]([O:6]C)=O.[CH3:12][CH2:13][O:14]C(C)=O.C1COCC1. (5) Given the product [Br:1][C:2]1[C:10]2[CH:14]=[CH:15][NH:11][C:9]=2[C:5]([C:6]([OH:8])=[O:7])=[CH:4][N:3]=1, predict the reactants needed to synthesize it. The reactants are: [Br:1][C:2]1[CH:10]=[C:9]([N+:11]([O-])=O)[C:5]([C:6]([OH:8])=[O:7])=[CH:4][N:3]=1.[CH:14]([Mg]Br)=[CH2:15]. (6) Given the product [C:33]([N:30]1[CH2:29][CH2:28][CH:27]([NH:26][C:24]([C:20]2[C:16]3[N:17]=[CH:18][N:19]=[C:14]([C:8]4[CH:9]=[CH:10][C:11]([F:13])=[CH:12][C:7]=4[O:6][CH2:5][CH:2]4[CH2:4][CH2:3]4)[C:15]=3[NH:22][C:21]=2[CH3:23])=[O:25])[CH2:32][CH2:31]1)(=[O:35])[CH3:34], predict the reactants needed to synthesize it. The reactants are: Cl.[CH:2]1([CH2:5][O:6][C:7]2[CH:12]=[C:11]([F:13])[CH:10]=[CH:9][C:8]=2[C:14]2[C:15]3[NH:22][C:21]([CH3:23])=[C:20]([C:24]([NH:26][CH:27]4[CH2:32][CH2:31][NH:30][CH2:29][CH2:28]4)=[O:25])[C:16]=3[N:17]=[CH:18][N:19]=2)[CH2:4][CH2:3]1.[C:33](Cl)(=[O:35])[CH3:34]. (7) Given the product [CH3:21][O:22][C:23]1[N:28]=[CH:27][C:26]([C:2]2[CH:20]=[CH:19][C:5]3[N:6]=[C:7]([C@@H:9]4[CH2:12][C@H:11]([N:13]5[CH2:17][CH2:16][CH2:15][C@H:14]5[CH2:18][OH:39])[CH2:10]4)[S:8][C:4]=3[CH:3]=2)=[CH:25][N:24]=1, predict the reactants needed to synthesize it. The reactants are: Br[C:2]1[CH:20]=[CH:19][C:5]2[N:6]=[C:7]([C@H:9]3[CH2:12][C@H:11]([N:13]4[CH2:17][CH2:16][CH2:15][C@H:14]4[CH3:18])[CH2:10]3)[S:8][C:4]=2[CH:3]=1.[CH3:21][O:22][C:23]1[N:28]=[CH:27][C:26](B(O)O)=[CH:25][N:24]=1.N1C=C(B(O)[OH:39])C=NC=1.